This data is from Forward reaction prediction with 1.9M reactions from USPTO patents (1976-2016). The task is: Predict the product of the given reaction. (1) Given the reactants [N+:1]([C:4]1[CH:18]=[CH:17][C:7]2[N:8]3[CH2:16][CH2:15][CH2:14][CH:9]3[NH:10][S:11](=[O:13])(=[O:12])[C:6]=2[CH:5]=1)([O-])=O.[H-].[H-].[H-].[H-].[Li+].[Al+3], predict the reaction product. The product is: [NH2:1][C:4]1[CH:18]=[CH:17][C:7]2[N:8]3[CH2:16][CH2:15][CH2:14][C:9]3=[N:10][S:11](=[O:13])(=[O:12])[C:6]=2[CH:5]=1. (2) The product is: [CH2:60]([O:59][C:57]([C:55]1[N:56]=[C:52]([N:46]2[CH2:12][CH2:13][N:14]([C:17](=[O:29])[CH2:18][N:19]3[C:23]([CH3:24])=[CH:22][C:21]([C:25]([F:26])([F:27])[F:28])=[N:20]3)[CH2:15][CH2:16]2)[S:53][CH:54]=1)=[O:58])[CH3:61]. Given the reactants C(OC(C1N=C(C2[CH2:16][CH2:15][N:14]([C:17](=[O:29])[CH2:18][N:19]3[C:23]([CH3:24])=[CH:22][C:21]([C:25]([F:28])([F:27])[F:26])=[N:20]3)[CH2:13][CH2:12]2)SC=1)=O)C.Cl.N1(C2SC=C(C(O)=O)N=2)CCNCC1.Cl.[N:46]1([C:52]2[S:53][CH:54]=[C:55]([C:57]([O:59][CH2:60][CH3:61])=[O:58])[N:56]=2)CCNCC1.C(=O)([O-])[O-].[K+].[K+], predict the reaction product. (3) The product is: [CH3:12][N:11]1[C:4]2[N:5]([C:6](=[O:8])[N:7]=[C:2]([O:14][CH2:15][C:16]3[CH:17]=[CH:18][C:19]([O:24][C:25]4[CH:30]=[CH:29][CH:28]=[C:27]([C:31]([F:32])([F:33])[F:34])[CH:26]=4)=[C:20]([CH:23]=3)[C:21]#[N:22])[CH:3]=2)[CH2:9][CH:10]1[CH3:13]. Given the reactants Cl[C:2]1[CH:3]=[C:4]2[N:11]([CH3:12])[CH:10]([CH3:13])[CH2:9][N:5]2[C:6](=[O:8])[N:7]=1.[OH:14][CH2:15][C:16]1[CH:17]=[CH:18][C:19]([O:24][C:25]2[CH:30]=[CH:29][CH:28]=[C:27]([C:31]([F:34])([F:33])[F:32])[CH:26]=2)=[C:20]([CH:23]=1)[C:21]#[N:22], predict the reaction product. (4) Given the reactants [F:1][C:2]([F:13])([F:12])[C:3]1[CH:4]=[C:5]([CH:9]=[CH:10][CH:11]=1)[C:6](Cl)=[O:7].[CH3:14][C:15]1[CH:21]=[CH:20][C:18]([NH2:19])=[CH:17][C:16]=1[N+:22]([O-:24])=[O:23], predict the reaction product. The product is: [CH3:14][C:15]1[CH:21]=[CH:20][C:18]([NH:19][C:6](=[O:7])[C:5]2[CH:9]=[CH:10][CH:11]=[C:3]([C:2]([F:13])([F:12])[F:1])[CH:4]=2)=[CH:17][C:16]=1[N+:22]([O-:24])=[O:23]. (5) Given the reactants [NH:1]1[C:9]2[C:4](=[CH:5][CH:6]=[CH:7][CH:8]=2)[C:3](/[CH:10]=[C:11]2\[O:12][C:13]3[C:20]([C:21]#[C:22][C:23]([N:26]4[CH2:31][CH2:30][N:29](C(OC(C)(C)C)=O)[CH2:28][CH2:27]4)([CH3:25])[CH3:24])=[C:19]([O:39][CH3:40])[CH:18]=[CH:17][C:14]=3[C:15]\2=[O:16])=[N:2]1.FC(F)(F)C(O)=O, predict the reaction product. The product is: [NH:1]1[C:9]2[C:4](=[CH:5][CH:6]=[CH:7][CH:8]=2)[C:3](/[CH:10]=[C:11]2\[O:12][C:13]3[C:20]([C:21]#[C:22][C:23]([CH3:24])([N:26]4[CH2:27][CH2:28][NH:29][CH2:30][CH2:31]4)[CH3:25])=[C:19]([O:39][CH3:40])[CH:18]=[CH:17][C:14]=3[C:15]\2=[O:16])=[N:2]1.